This data is from Reaction yield outcomes from USPTO patents with 853,638 reactions. The task is: Predict the reaction yield, written as a fraction of the theoretical maximum amount of product (1.0 means a 100% yield; for example, 0.34 means a 34% yield). (1) The reactants are [OH:1][CH:2]1[CH2:7][CH2:6][N:5]([CH3:8])[CH2:4][CH2:3]1.CC(C)([O-])C.[K+].F[C:16]1[CH:23]=[CH:22][C:19]([C:20]#[N:21])=[CH:18][C:17]=1[C:24]([F:27])([F:26])[F:25]. The catalyst is O1CCCC1. The product is [CH3:8][N:5]1[CH2:6][CH2:7][CH:2]([O:1][C:16]2[CH:23]=[CH:22][C:19]([C:20]#[N:21])=[CH:18][C:17]=2[C:24]([F:25])([F:27])[F:26])[CH2:3][CH2:4]1. The yield is 0.540. (2) The product is [CH3:10][O:9][C:7](=[O:8])[C:6]1[C:15]([OH:14])=[CH:16][C:17]([OH:21])=[C:18]([CH2:19][CH3:20])[C:5]=1[CH2:4][C:3]([O:2][CH3:1])=[O:11]. The reactants are [CH3:1][O:2][C:3](=[O:11])[CH:4]=[C:5]=[CH:6][C:7]([O:9][CH3:10])=[O:8].C([O:14][C:15](O[Si](C)(C)C)=[CH:16][C:17]([O:21][Si](C)(C)C)=[CH:18][CH2:19][CH3:20])C.C(O)C.[F-].[NH4+]. The yield is 0.400. The catalyst is O. (3) The reactants are [OH:1][C@H:2]([CH2:21][N:22]1[CH2:27][CH2:26][CH2:25][CH2:24][CH2:23]1)[CH2:3][O:4][C:5]1[CH:6]=[CH:7][C:8]2[C:9]3[N:10]([CH2:18][CH2:19][N:20]=3)[C:11]([NH2:17])=[N:12][C:13]=2[C:14]=1[O:15][CH3:16].[C:28](O)(=[O:35])[C:29]1[CH:34]=[CH:33][CH:32]=[N:31][CH:30]=1.C1CN([P+](ON2N=NC3C=CC=CC2=3)(N2CCCC2)N2CCCC2)CC1.F[P-](F)(F)(F)(F)F.C(N(C(C)C)CC)(C)C. The catalyst is CN(CC1C=C(CN(C)C)C(O)=C(CN(C)C)C=1)C. The product is [OH:1][C@H:2]([CH2:21][N:22]1[CH2:27][CH2:26][CH2:25][CH2:24][CH2:23]1)[CH2:3][O:4][C:5]1[CH:6]=[CH:7][C:8]2[C:9]3[N:10]([CH2:18][CH2:19][N:20]=3)[C:11]([NH:17][C:28]([C:29]3[CH:30]=[N:31][CH:32]=[CH:33][CH:34]=3)=[O:35])=[N:12][C:13]=2[C:14]=1[O:15][CH3:16]. The yield is 0.660. (4) The reactants are [CH3:1][O:2][C:3]1[CH:16]=[CH:15][C:14]2[C:5](=[C:6]([NH2:17])[N:7]=[C:8]3[C:13]=2[CH:12]=[CH:11][CH:10]=[CH:9]3)[CH:4]=1.Br[CH:19]([C:22]1[C:27]([CH3:28])=[CH:26][CH:25]=[CH:24][C:23]=1[CH3:29])[CH:20]=O.C(=O)(O)[O-].[Na+].O. The catalyst is CC(O)C.C(Cl)Cl. The product is [CH3:29][C:23]1[CH:24]=[CH:25][CH:26]=[C:27]([CH3:28])[C:22]=1[C:19]1[N:7]2[C:8]3[CH:9]=[CH:10][CH:11]=[CH:12][C:13]=3[C:14]3[CH:15]=[CH:16][C:3]([O:2][CH3:1])=[CH:4][C:5]=3[C:6]2=[N:17][CH:20]=1. The yield is 0.660. (5) The reactants are [CH3:1][O:2][C:3]1[CH:27]=[CH:26][C:6]([CH2:7][NH:8][C:9]2[C:14]3[C:15]([C:18]4[CH:23]=[CH:22][CH:21]=[C:20]([O:24][CH3:25])[CH:19]=4)=[CH:16][NH:17][C:13]=3[CH:12]=[CH:11][N:10]=2)=[CH:5][CH:4]=1.[C:28]([NH:35][CH2:36][CH2:37][CH2:38][CH2:39]Br)([O:30][C:31]([CH3:34])([CH3:33])[CH3:32])=[O:29].C(=O)([O-])[O-].[Cs+].[Cs+]. The catalyst is CN(C=O)C. The product is [CH3:1][O:2][C:3]1[CH:4]=[CH:5][C:6]([CH2:7][NH:8][C:9]2[C:14]3[C:15]([C:18]4[CH:23]=[CH:22][CH:21]=[C:20]([O:24][CH3:25])[CH:19]=4)=[CH:16][N:17]([CH2:39][CH2:38][CH2:37][CH2:36][NH:35][C:28](=[O:29])[O:30][C:31]([CH3:34])([CH3:33])[CH3:32])[C:13]=3[CH:12]=[CH:11][N:10]=2)=[CH:26][CH:27]=1. The yield is 0.820. (6) The reactants are CO[C:3](=[O:21])[C:4]1[CH:9]=[C:8]([C:10]2[N:11]([CH3:15])[N:12]=[CH:13][CH:14]=2)[C:7]([C:16]([F:19])([F:18])[CH3:17])=[CH:6][C:5]=1[NH2:20].CC[N:24]([CH2:27]C)CC.[CH3:29][S:30]([NH:33]N)(=[O:32])=[O:31].[OH-:35].[Na+]. The catalyst is C(Cl)Cl. The product is [F:19][C:16]([C:7]1[CH:6]=[C:5]2[C:4]([C:3](=[O:21])[N:24]([NH:33][S:30]([CH3:29])(=[O:32])=[O:31])[C:27](=[O:35])[NH:20]2)=[CH:9][C:8]=1[C:10]1[N:11]([CH3:15])[N:12]=[CH:13][CH:14]=1)([F:18])[CH3:17]. The yield is 0.800. (7) The reactants are C(N(CC)C(C)C)(C)C.[NH2:10][C:11]([C:14]1[C:15](=[O:25])[NH:16][C:17]2[C:22]([CH:23]=1)=[CH:21][C:20]([Cl:24])=[CH:19][CH:18]=2)([CH3:13])[CH3:12].F[C:27]1[CH:34]=[CH:33][C:30]([C:31]#[N:32])=[C:29]([CH3:35])[N:28]=1.CCOC(C)=O. The catalyst is CS(C)=O. The product is [Cl:24][C:20]1[CH:21]=[C:22]2[C:17](=[CH:18][CH:19]=1)[NH:16][C:15](=[O:25])[C:14]([C:11]([NH:10][C:27]1[CH:34]=[CH:33][C:30]([C:31]#[N:32])=[C:29]([CH3:35])[N:28]=1)([CH3:13])[CH3:12])=[CH:23]2. The yield is 0.585. (8) The reactants are CO[C:3]1[CH:8]=[CH:7][C:6]([N:9]2[CH2:14][CH2:13][N:12](C(OC(C)(C)C)=O)[CH2:11][CH2:10]2)=[CH:5][CH:4]=1.C(=O)(O)[O-].[Na+].[Cl:27]CCl. The catalyst is FC(F)(F)C(O)=O. The product is [Cl:27][C:4]1[CH:5]=[C:6]([N:9]2[CH2:14][CH2:13][NH:12][CH2:11][CH2:10]2)[CH:7]=[CH:8][CH:3]=1. The yield is 0.500. (9) The catalyst is CO. The reactants are [Na].C([O-])(O)=O.[Na+].C([N:10]1[CH:14]=[C:13](/[CH:15]=[CH:16]/[C:17]([O:19][CH3:20])=[O:18])[CH:12]=[N:11]1)(=O)C. The yield is 0.920. The product is [NH:10]1[CH:14]=[C:13](/[CH:15]=[CH:16]/[C:17]([O:19][CH3:20])=[O:18])[CH:12]=[N:11]1. (10) The reactants are [CH3:1][O:2][C:3]1[CH:4]=[C:5]([NH:11][N:12]=[C:13]([C:16]#[N:17])[C:14]#[N:15])[CH:6]=[CH:7][C:8]=1OC.N[C:19]1C=C(OC)C(OC)=CC=1.C(#N)CC#N.[OH2:34].[NH2:35][NH2:36]. No catalyst specified. The product is [NH2:15][C:14]1[C:13](=[N:12][NH:11][C:5]2[CH:6]=[CH:7][C:8]([O:34][CH3:19])=[C:3]([O:2][CH3:1])[CH:4]=2)[C:16]([NH2:17])=[N:36][N:35]=1. The yield is 0.350.